From a dataset of NCI-60 drug combinations with 297,098 pairs across 59 cell lines. Regression. Given two drug SMILES strings and cell line genomic features, predict the synergy score measuring deviation from expected non-interaction effect. (1) Synergy scores: CSS=7.53, Synergy_ZIP=3.19, Synergy_Bliss=-0.656, Synergy_Loewe=-1.97, Synergy_HSA=-9.60. Cell line: HCC-2998. Drug 2: COCCOC1=C(C=C2C(=C1)C(=NC=N2)NC3=CC=CC(=C3)C#C)OCCOC.Cl. Drug 1: CN1C(=O)N2C=NC(=C2N=N1)C(=O)N. (2) Drug 1: C1=NC2=C(N1)C(=S)N=CN2. Drug 2: C(CC(=O)O)C(=O)CN.Cl. Cell line: PC-3. Synergy scores: CSS=11.9, Synergy_ZIP=-7.23, Synergy_Bliss=-8.32, Synergy_Loewe=-7.17, Synergy_HSA=-4.23. (3) Drug 2: C1=CC=C(C(=C1)C(C2=CC=C(C=C2)Cl)C(Cl)Cl)Cl. Drug 1: CC1C(C(CC(O1)OC2CC(CC3=C2C(=C4C(=C3O)C(=O)C5=C(C4=O)C(=CC=C5)OC)O)(C(=O)CO)O)N)O.Cl. Synergy scores: CSS=13.3, Synergy_ZIP=11.1, Synergy_Bliss=17.4, Synergy_Loewe=-21.9, Synergy_HSA=-0.360. Cell line: HOP-92. (4) Drug 1: CC12CCC(CC1=CCC3C2CCC4(C3CC=C4C5=CN=CC=C5)C)O. Drug 2: COC1=NC(=NC2=C1N=CN2C3C(C(C(O3)CO)O)O)N. Cell line: HT29. Synergy scores: CSS=17.5, Synergy_ZIP=1.16, Synergy_Bliss=4.24, Synergy_Loewe=-2.78, Synergy_HSA=2.74.